Dataset: Drug-target binding data from BindingDB using IC50 measurements. Task: Regression. Given a target protein amino acid sequence and a drug SMILES string, predict the binding affinity score between them. We predict pIC50 (pIC50 = -log10(IC50 in M); higher means more potent). Dataset: bindingdb_ic50. (1) The compound is CCOC(=O)C1=C[C@@H](OC(CC)CC)[C@H](NC(C)=O)[C@@H](N)C1. The target protein sequence is MDSNTVSSFQVDCFLWHVRKRFADQELGDAPFLDRLRRDQKSLRGRGSTLGLDIETATRAGKQIVERILEEESDEALKMTITSVPASRYLTDMTLEEMSRDWFMLMPKQKVAGSLCIRMDQAIMDKNIKLKANFSVIFDRLETLILLRAFTEEGAIVGEISPLPSLPGHTDEDVKNAIGVLIGGLEWNDNTVRVSETLQRFAWRSSNEDGRPPLPPKQKRKMARTIEPEV. The pIC50 is 9.7. (2) The drug is CC(=O)N[C@@H]1[C@@H](N=[N+]=[N-])C=C(C(=O)O)O[C@H]1CNc1ccc(-c2ccccc2)cc1. The target protein (Q9UQ49) has sequence MEEVTTCSFNSPLFRQEDDRGITYRIPALLYIPPTHTFLAFAEKRSTRRDEDALHLVLRRGLRIGQLVQWGPLKPLMEATLPGHRTMNPCPVWEQKSGCVFLFFICVRGHVTERQQIVSGRNAARLCFIYSQDAGCSWSEVRDLTEEVIGSELKHWATFAVGPGHGIQLQSGRLVIPAYTYYIPSWFFCFQLPCKTRPHSLMIYSDDLGVTWHHGRLIRPMVTVECEVAEVTGRAGHPVLYCSARTPNRCRAEALSTDHGEGFQRLALSRQLCEPPHGCQGSVVSFRPLEIPHRCQDSSSKDAPTIQQSSPGSSLRLEEEAGTPSESWLLYSHPTSRKQRVDLGIYLNQTPLEAACWSRPWILHCGPCGYSDLAALEEEGLFGCLFECGTKQECEQIAFRLFTHREILSHLQGDCTSPGRNPSQFKSN. The pIC50 is 4.3.